This data is from Full USPTO retrosynthesis dataset with 1.9M reactions from patents (1976-2016). The task is: Predict the reactants needed to synthesize the given product. (1) Given the product [ClH:61].[C:16]1([C:24]2[CH:25]=[CH:26][CH:27]=[CH:28][CH:29]=2)[CH:17]=[CH:18][C:19]([CH2:22][O:15][C:10]2[CH:9]=[C:8]3[C:13]([CH2:14][CH:5]([CH2:4][N:2]([CH3:1])[CH3:3])[CH2:6][NH:7]3)=[CH:12][CH:11]=2)=[CH:20][CH:21]=1, predict the reactants needed to synthesize it. The reactants are: [CH3:1][N:2]([CH2:4][CH:5]1[CH2:14][C:13]2[C:8](=[CH:9][C:10]([OH:15])=[CH:11][CH:12]=2)[NH:7][CH2:6]1)[CH3:3].[C:16]1([C:24]2[CH:29]=[CH:28][CH:27]=[CH:26][CH:25]=2)[CH:21]=[CH:20][C:19]([CH2:22]O)=[CH:18][CH:17]=1.C1(P(C2C=CC=CC=2)C2C=CC=CC=2)C=CC=CC=1.N(C(OCC)=O)=NC(OCC)=O.[ClH:61]. (2) Given the product [F:34][C:29]1[CH:30]=[CH:31][CH:32]=[CH:33][C:28]=1[CH2:27][N:20]1[C:21]2=[N:22][CH:23]=[CH:24][CH:25]=[C:26]2[C:18]([C:16]2[N:15]=[C:14]3[C:10]([N:11]([CH2:36][C:37]([F:38])([F:39])[F:40])[C:12](=[O:35])[NH:13]3)=[CH:9][N:17]=2)=[N:19]1, predict the reactants needed to synthesize it. The reactants are: N(OC(C)(C)C)=O.N[C:9]1[N:17]=[C:16]([C:18]2[C:26]3[C:21](=[N:22][CH:23]=[CH:24][CH:25]=3)[N:20]([CH2:27][C:28]3[CH:33]=[CH:32][CH:31]=[CH:30][C:29]=3[F:34])[N:19]=2)[N:15]=[C:14]2[C:10]=1[N:11]([CH2:36][C:37]([F:40])([F:39])[F:38])[C:12](=[O:35])[NH:13]2.O.